Dataset: NCI-60 drug combinations with 297,098 pairs across 59 cell lines. Task: Regression. Given two drug SMILES strings and cell line genomic features, predict the synergy score measuring deviation from expected non-interaction effect. (1) Drug 1: C1=C(C(=O)NC(=O)N1)N(CCCl)CCCl. Drug 2: CC1=C(N=C(N=C1N)C(CC(=O)N)NCC(C(=O)N)N)C(=O)NC(C(C2=CN=CN2)OC3C(C(C(C(O3)CO)O)O)OC4C(C(C(C(O4)CO)O)OC(=O)N)O)C(=O)NC(C)C(C(C)C(=O)NC(C(C)O)C(=O)NCCC5=NC(=CS5)C6=NC(=CS6)C(=O)NCCC[S+](C)C)O. Cell line: SF-295. Synergy scores: CSS=42.8, Synergy_ZIP=0.383, Synergy_Bliss=3.53, Synergy_Loewe=-13.2, Synergy_HSA=7.30. (2) Drug 1: CN(CCCl)CCCl.Cl. Drug 2: B(C(CC(C)C)NC(=O)C(CC1=CC=CC=C1)NC(=O)C2=NC=CN=C2)(O)O. Cell line: NCI-H522. Synergy scores: CSS=76.1, Synergy_ZIP=-1.93, Synergy_Bliss=-3.17, Synergy_Loewe=-2.94, Synergy_HSA=-1.13. (3) Drug 2: CCC1(C2=C(COC1=O)C(=O)N3CC4=CC5=C(C=CC(=C5CN(C)C)O)N=C4C3=C2)O.Cl. Synergy scores: CSS=13.6, Synergy_ZIP=-0.705, Synergy_Bliss=7.51, Synergy_Loewe=3.32, Synergy_HSA=3.89. Drug 1: C#CCC(CC1=CN=C2C(=N1)C(=NC(=N2)N)N)C3=CC=C(C=C3)C(=O)NC(CCC(=O)O)C(=O)O. Cell line: OVCAR3. (4) Drug 1: C(CN)CNCCSP(=O)(O)O. Drug 2: N.N.Cl[Pt+2]Cl. Cell line: TK-10. Synergy scores: CSS=-4.37, Synergy_ZIP=3.68, Synergy_Bliss=7.22, Synergy_Loewe=-21.3, Synergy_HSA=-4.87. (5) Drug 1: CN(CC1=CN=C2C(=N1)C(=NC(=N2)N)N)C3=CC=C(C=C3)C(=O)NC(CCC(=O)O)C(=O)O. Drug 2: CC1C(C(CC(O1)OC2CC(CC3=C2C(=C4C(=C3O)C(=O)C5=C(C4=O)C(=CC=C5)OC)O)(C(=O)CO)O)N)O.Cl. Cell line: HCC-2998. Synergy scores: CSS=44.0, Synergy_ZIP=-3.42, Synergy_Bliss=-6.42, Synergy_Loewe=-4.85, Synergy_HSA=-1.24. (6) Drug 1: CC12CCC3C(C1CCC2=O)CC(=C)C4=CC(=O)C=CC34C. Drug 2: CCN(CC)CCCC(C)NC1=C2C=C(C=CC2=NC3=C1C=CC(=C3)Cl)OC. Cell line: DU-145. Synergy scores: CSS=66.4, Synergy_ZIP=-4.02, Synergy_Bliss=1.25, Synergy_Loewe=1.41, Synergy_HSA=2.03. (7) Synergy scores: CSS=0.311, Synergy_ZIP=-0.522, Synergy_Bliss=-0.330, Synergy_Loewe=-0.737, Synergy_HSA=-0.498. Drug 2: C1C(C(OC1N2C=NC(=NC2=O)N)CO)O. Cell line: IGROV1. Drug 1: CC1=C(C=C(C=C1)NC(=O)C2=CC=C(C=C2)CN3CCN(CC3)C)NC4=NC=CC(=N4)C5=CN=CC=C5. (8) Drug 1: C(=O)(N)NO. Drug 2: C1CNP(=O)(OC1)N(CCCl)CCCl. Cell line: EKVX. Synergy scores: CSS=0.365, Synergy_ZIP=-1.11, Synergy_Bliss=-2.60, Synergy_Loewe=-2.05, Synergy_HSA=-3.13. (9) Drug 1: C1C(C(OC1N2C=C(C(=O)NC2=O)F)CO)O. Drug 2: C1=CN(C=N1)CC(O)(P(=O)(O)O)P(=O)(O)O. Cell line: UACC62. Synergy scores: CSS=17.6, Synergy_ZIP=-6.92, Synergy_Bliss=0.0240, Synergy_Loewe=-15.7, Synergy_HSA=0.769.